From a dataset of Full USPTO retrosynthesis dataset with 1.9M reactions from patents (1976-2016). Predict the reactants needed to synthesize the given product. Given the product [Cl:16][C:17]1[N:22]=[C:21]([NH:13][C:8]2[CH:9]=[CH:10][CH:11]=[CH:12][C:7]=2[S:4]([CH2:1][CH2:2][CH3:3])(=[O:6])=[O:5])[C:20]([Cl:24])=[CH:19][N:18]=1, predict the reactants needed to synthesize it. The reactants are: [CH2:1]([S:4]([C:7]1[CH:12]=[CH:11][CH:10]=[CH:9][C:8]=1[NH2:13])(=[O:6])=[O:5])[CH2:2][CH3:3].[H-].[Na+].[Cl:16][C:17]1[N:22]=[C:21](Cl)[C:20]([Cl:24])=[CH:19][N:18]=1.[Cl-].[NH4+].